Dataset: NCI-60 drug combinations with 297,098 pairs across 59 cell lines. Task: Regression. Given two drug SMILES strings and cell line genomic features, predict the synergy score measuring deviation from expected non-interaction effect. (1) Drug 1: COC1=CC(=CC(=C1O)OC)C2C3C(COC3=O)C(C4=CC5=C(C=C24)OCO5)OC6C(C(C7C(O6)COC(O7)C8=CC=CS8)O)O. Drug 2: CC1=C(N=C(N=C1N)C(CC(=O)N)NCC(C(=O)N)N)C(=O)NC(C(C2=CN=CN2)OC3C(C(C(C(O3)CO)O)O)OC4C(C(C(C(O4)CO)O)OC(=O)N)O)C(=O)NC(C)C(C(C)C(=O)NC(C(C)O)C(=O)NCCC5=NC(=CS5)C6=NC(=CS6)C(=O)NCCC[S+](C)C)O. Cell line: SNB-75. Synergy scores: CSS=21.7, Synergy_ZIP=-7.44, Synergy_Bliss=1.26, Synergy_Loewe=1.05, Synergy_HSA=0.926. (2) Drug 1: C1=NC2=C(N1)C(=S)N=C(N2)N. Drug 2: C1CN(P(=O)(OC1)NCCCl)CCCl. Cell line: BT-549. Synergy scores: CSS=2.82, Synergy_ZIP=-6.67, Synergy_Bliss=0.824, Synergy_Loewe=-21.0, Synergy_HSA=0.124. (3) Drug 1: CC1=C(C(=CC=C1)Cl)NC(=O)C2=CN=C(S2)NC3=CC(=NC(=N3)C)N4CCN(CC4)CCO. Drug 2: CC1CCC2CC(C(=CC=CC=CC(CC(C(=O)C(C(C(=CC(C(=O)CC(OC(=O)C3CCCCN3C(=O)C(=O)C1(O2)O)C(C)CC4CCC(C(C4)OC)OCCO)C)C)O)OC)C)C)C)OC. Cell line: HCC-2998. Synergy scores: CSS=7.30, Synergy_ZIP=-2.68, Synergy_Bliss=-2.22, Synergy_Loewe=-2.32, Synergy_HSA=-1.94. (4) Drug 1: CCCS(=O)(=O)NC1=C(C(=C(C=C1)F)C(=O)C2=CNC3=C2C=C(C=N3)C4=CC=C(C=C4)Cl)F. Drug 2: CC(C1=C(C=CC(=C1Cl)F)Cl)OC2=C(N=CC(=C2)C3=CN(N=C3)C4CCNCC4)N. Cell line: KM12. Synergy scores: CSS=35.1, Synergy_ZIP=3.99, Synergy_Bliss=3.37, Synergy_Loewe=-29.3, Synergy_HSA=1.08. (5) Drug 1: CCCS(=O)(=O)NC1=C(C(=C(C=C1)F)C(=O)C2=CNC3=C2C=C(C=N3)C4=CC=C(C=C4)Cl)F. Drug 2: C1=CN(C=N1)CC(O)(P(=O)(O)O)P(=O)(O)O. Cell line: CAKI-1. Synergy scores: CSS=13.0, Synergy_ZIP=-3.40, Synergy_Bliss=-0.000378, Synergy_Loewe=1.90, Synergy_HSA=1.92. (6) Drug 1: CC1=C2C(C(=O)C3(C(CC4C(C3C(C(C2(C)C)(CC1OC(=O)C(C(C5=CC=CC=C5)NC(=O)C6=CC=CC=C6)O)O)OC(=O)C7=CC=CC=C7)(CO4)OC(=O)C)O)C)OC(=O)C. Drug 2: CC12CCC3C(C1CCC2OP(=O)(O)O)CCC4=C3C=CC(=C4)OC(=O)N(CCCl)CCCl.[Na+]. Cell line: SNB-19. Synergy scores: CSS=56.0, Synergy_ZIP=12.5, Synergy_Bliss=14.6, Synergy_Loewe=-10.3, Synergy_HSA=14.1.